This data is from Full USPTO retrosynthesis dataset with 1.9M reactions from patents (1976-2016). The task is: Predict the reactants needed to synthesize the given product. Given the product [C:5]([O:9][C:10]([NH:12][C:13]([NH:15][C:16]1[S:17][CH:18]=[C:19]([C:21]([OH:23])=[O:22])[N:20]=1)=[NH:14])=[O:11])([CH3:8])([CH3:6])[CH3:7], predict the reactants needed to synthesize it. The reactants are: O.[OH-].[Li+].Br.[C:5]([O:9][C:10]([NH:12][C:13]([NH:15][C:16]1[S:17][CH:18]=[C:19]([C:21]([O:23]CC)=[O:22])[N:20]=1)=[NH:14])=[O:11])([CH3:8])([CH3:7])[CH3:6].